This data is from Full USPTO retrosynthesis dataset with 1.9M reactions from patents (1976-2016). The task is: Predict the reactants needed to synthesize the given product. (1) Given the product [Cl:16][C:17]1[CH:18]=[C:19]([CH:28]=[CH:29][C:30]=1[F:31])[CH2:20][N:21]1[CH2:26][CH2:25][C:24]2[C:9]([C:11]([O:13][CH2:14][CH3:15])=[O:12])=[N:8][CH:7]=[C:6]([OH:10])[C:23]=2[C:22]1=[O:27], predict the reactants needed to synthesize it. The reactants are: C(O[C:6]1[O:10][C:9]([C:11]([O:13][CH2:14][CH3:15])=[O:12])=[N:8][CH:7]=1)CCC.[Cl:16][C:17]1[CH:18]=[C:19]([CH:28]=[CH:29][C:30]=1[F:31])[CH2:20][N:21]1[CH2:26][CH2:25][CH:24]=[CH:23][C:22]1=[O:27]. (2) Given the product [OH:34][C:28]([C:30]([F:33])([F:32])[F:31])=[O:29].[NH:16]1[CH2:17][CH2:18][CH2:19][CH:13]([N:10]2[CH2:11][CH2:12][CH:7]([C:5]([NH:4][CH2:3][CH:2]([CH3:27])[CH3:1])=[O:6])[CH2:8][CH2:9]2)[CH2:14][CH2:15]1, predict the reactants needed to synthesize it. The reactants are: [CH3:1][CH:2]([CH3:27])[CH2:3][NH:4][C:5]([CH:7]1[CH2:12][CH2:11][N:10]([CH:13]2[CH2:19][CH2:18][CH2:17][N:16](C(OC(C)(C)C)=O)[CH2:15][CH2:14]2)[CH2:9][CH2:8]1)=[O:6].[C:28]([OH:34])([C:30]([F:33])([F:32])[F:31])=[O:29]. (3) Given the product [CH2:27]([O:26][C:24]([C:23]1[C:22]([CH2:29][C:30]2[CH:31]=[CH:32][C:33]([F:36])=[CH:34][CH:35]=2)=[N:21][C:6]2[C@H:8]3[N:9]([C:13](=[O:15])[C:5]=2[C:4]=1[C:43]1[CH:46]=[CH:47][C:40]([C:37]([OH:39])=[O:38])=[CH:41][CH:42]=1)[CH2:10][CH2:11][CH2:12]3)=[O:25])[CH3:28], predict the reactants needed to synthesize it. The reactants are: C(O[C:4](=O)[CH2:5][C:6]([C@@H:8]1[CH2:12][CH2:11][CH2:10][N:9]1[C:13]([O:15]C(C)(C)C)=O)=O)C.[NH2:21]/[C:22](/[CH2:29][C:30]1[CH:35]=[CH:34][C:33]([F:36])=[CH:32][CH:31]=1)=[CH:23]\[C:24]([O:26][CH2:27][CH3:28])=[O:25].[C:37]([C:40]1[CH:47]=[CH:46][C:43](C=O)=[CH:42][CH:41]=1)([OH:39])=[O:38].N1CCCCC1.O=[N+]([O-])[O-].[O-][N+](=O)[O-].[O-][N+](=O)[O-].[O-][N+](=O)[O-].[O-][N+](=O)[O-].[O-][N+](=O)[O-].[Ce+4].[NH4+].[NH4+]. (4) Given the product [CH2:1]([N:3]1[C:7]2=[N:8][CH:9]=[C:10]([C:12]([F:13])([F:14])[F:15])[CH:11]=[C:6]2[C:5]([CH2:16][NH:21][CH2:20][CH2:18][OH:19])=[CH:4]1)[CH3:2], predict the reactants needed to synthesize it. The reactants are: [CH2:1]([N:3]1[C:7]2=[N:8][CH:9]=[C:10]([C:12]([F:15])([F:14])[F:13])[CH:11]=[C:6]2[C:5]([CH:16]=O)=[CH:4]1)[CH3:2].[CH2:18]([CH2:20][NH2:21])[OH:19].[BH4-].[Na+]. (5) Given the product [N:1]1[CH:6]=[CH:5][C:4]([O:7][N:8]2[C:13]3[CH:14]=[CH:15][CH:16]=[CH:17][C:18]=3[N:12]=[N:21]2)=[N:3][CH:2]=1, predict the reactants needed to synthesize it. The reactants are: [N:1]1[CH:6]=[CH:5][C:4]([OH:7])=[N:3][CH:2]=1.[N:8]1CCC[N:12]2[CH2:18][CH2:17][CH2:16][CH2:15][CH2:14][C:13]=12.C(#[N:21])C. (6) Given the product [ClH:36].[C:1]([N:4]1[CH2:5][CH2:6][CH:7]([C:10]([N:12]([C:30]2[CH:35]=[CH:34][C:33]([Cl:36])=[C:32]([Cl:37])[CH:31]=2)[CH2:13][CH2:14][CH2:15][N:16]2[CH2:17][CH2:18][CH:19]([CH2:22][C:23]3[CH:24]=[CH:25][C:26]([F:29])=[CH:27][CH:28]=3)[CH2:20][CH2:21]2)=[O:11])[CH2:8][CH2:9]1)(=[O:3])[CH3:2], predict the reactants needed to synthesize it. The reactants are: [C:1]([N:4]1[CH2:9][CH2:8][CH:7]([C:10]([N:12]([C:30]2[CH:35]=[CH:34][C:33]([Cl:36])=[C:32]([Cl:37])[CH:31]=2)[CH2:13][CH2:14][CH2:15][N:16]2[CH2:21][CH2:20][CH:19]([CH2:22][C:23]3[CH:28]=[CH:27][C:26]([F:29])=[CH:25][CH:24]=3)[CH2:18][CH2:17]2)=[O:11])[CH2:6][CH2:5]1)(=[O:3])[CH3:2].Cl. (7) Given the product [C:53]([OH:60])(=[O:59])/[CH:54]=[CH:55]/[C:56]([OH:58])=[O:57].[F:52][C:2]1([F:1])[CH2:3][CH2:4][CH:5]([C:8]2[C:17]3[C@@H:16]([OH:18])[CH2:15][C:14]([CH3:19])([CH3:20])[CH2:13][C:12]=3[N:11]=[C:10]([CH:21]3[CH2:22][CH2:23][N:24]([C:27]4[N:32]=[CH:31][C:30]([O:33][CH2:34][CH2:35][C:36]([OH:39])([CH3:37])[CH3:38])=[CH:29][N:28]=4)[CH2:25][CH2:26]3)[C:9]=2[C@@H:40]([F:51])[C:41]2[CH:46]=[CH:45][C:44]([C:47]([F:48])([F:50])[F:49])=[CH:43][CH:42]=2)[CH2:6][CH2:7]1.[F:52][C:2]1([F:1])[CH2:3][CH2:4][CH:5]([C:8]2[C:17]3[C@@H:16]([OH:18])[CH2:15][C:14]([CH3:19])([CH3:20])[CH2:13][C:12]=3[N:11]=[C:10]([CH:21]3[CH2:22][CH2:23][N:24]([C:27]4[N:32]=[CH:31][C:30]([O:33][CH2:34][CH2:35][C:36]([CH3:37])([OH:39])[CH3:38])=[CH:29][N:28]=4)[CH2:25][CH2:26]3)[C:9]=2[C@H:40]([C:41]2[CH:42]=[CH:43][C:44]([C:47]([F:48])([F:49])[F:50])=[CH:45][CH:46]=2)[F:51])[CH2:6][CH2:7]1, predict the reactants needed to synthesize it. The reactants are: [F:1][C:2]1([F:52])[CH2:7][CH2:6][CH:5]([C:8]2[C:17]3[C@@H:16]([OH:18])[CH2:15][C:14]([CH3:20])([CH3:19])[CH2:13][C:12]=3[N:11]=[C:10]([CH:21]3[CH2:26][CH2:25][N:24]([C:27]4[N:32]=[CH:31][C:30]([O:33][CH2:34][CH2:35][C:36]([OH:39])([CH3:38])[CH3:37])=[CH:29][N:28]=4)[CH2:23][CH2:22]3)[C:9]=2[C@@H:40]([F:51])[C:41]2[CH:46]=[CH:45][C:44]([C:47]([F:50])([F:49])[F:48])=[CH:43][CH:42]=2)[CH2:4][CH2:3]1.[C:53]([OH:60])(=[O:59])/[CH:54]=[CH:55]/[C:56]([OH:58])=[O:57].CC(C)=O.